This data is from Catalyst prediction with 721,799 reactions and 888 catalyst types from USPTO. The task is: Predict which catalyst facilitates the given reaction. (1) Reactant: [CH2:1]([O:3][C:4](=[O:19])[CH:5]([O:16][CH2:17][CH3:18])[CH2:6][C:7]1[CH:12]=[C:11]([CH3:13])[C:10]([OH:14])=[C:9]([CH3:15])[CH:8]=1)[CH3:2].[C:20]([C:24]1[CH:29]=[CH:28][C:27]([C:30]2[S:31][C:32]([CH3:38])=[C:33]([CH2:35][CH2:36]O)[N:34]=2)=[CH:26][CH:25]=1)([CH3:23])([CH3:22])[CH3:21].C1(P(C2C=CC=CC=2)C2C=CC=CC=2)C=CC=CC=1.N(C(OCC)=O)=NC(OCC)=O. Product: [CH2:1]([O:3][C:4](=[O:19])[CH:5]([O:16][CH2:17][CH3:18])[CH2:6][C:7]1[CH:8]=[C:9]([CH3:15])[C:10]([O:14][CH2:36][CH2:35][C:33]2[N:34]=[C:30]([C:27]3[CH:26]=[CH:25][C:24]([C:20]([CH3:21])([CH3:23])[CH3:22])=[CH:29][CH:28]=3)[S:31][C:32]=2[CH3:38])=[C:11]([CH3:13])[CH:12]=1)[CH3:2]. The catalyst class is: 7. (2) Reactant: [C:1]([O:5][C:6](=[O:50])[CH2:7][C@H:8]1[CH2:13][C@@H:12]([CH2:14][CH2:15][C:16]2[N:17]([CH:45]([CH3:47])[CH3:46])[C:18]([C:34](=[O:44])[NH:35][CH2:36][CH2:37][C:38]3[CH:39]=[N:40][CH:41]=[CH:42][CH:43]=3)=[C:19]([C:28]3[CH:33]=[CH:32][CH:31]=[CH:30][CH:29]=3)[C:20]=2[C:21]2[CH:26]=[CH:25][C:24]([F:27])=[CH:23][CH:22]=2)[O:11]C(C)(C)[O:9]1)([CH3:4])([CH3:3])[CH3:2].Cl. Product: [C:1]([O:5][C:6](=[O:50])[CH2:7][C@H:8]([OH:9])[CH2:13][C@H:12]([OH:11])[CH2:14][CH2:15][C:16]1[N:17]([CH:45]([CH3:46])[CH3:47])[C:18]([C:34](=[O:44])[NH:35][CH2:36][CH2:37][C:38]2[CH:39]=[N:40][CH:41]=[CH:42][CH:43]=2)=[C:19]([C:28]2[CH:29]=[CH:30][CH:31]=[CH:32][CH:33]=2)[C:20]=1[C:21]1[CH:22]=[CH:23][C:24]([F:27])=[CH:25][CH:26]=1)([CH3:2])([CH3:4])[CH3:3]. The catalyst class is: 5.